This data is from Experimentally validated miRNA-target interactions with 360,000+ pairs, plus equal number of negative samples. The task is: Binary Classification. Given a miRNA mature sequence and a target amino acid sequence, predict their likelihood of interaction. (1) The miRNA is hsa-miR-146a-3p with sequence CCUCUGAAAUUCAGUUCUUCAG. The protein sequence of the target gene is MRRVVRQSKFRHVFGQAVKNDQCYDDIRVSRVTWDSSFCAVNPRFVAIIIEASGGGAFLVLPLHKTGRIDKSYPTVCGHTGPVLDIDWCPHNDQVIASGSEDCTVMVWQIPENGLTLSLTEPVVILEGHSKRVGIVAWHPTARNVLLSAGCDNAIIIWNVGTGEALINLDDMHSDMIYNVSWNRNGSLICTASKDKKVRVIDPRKQEIVAEKEKAHEGARPMRAIFLADGNVFTTGFSRMSERQLALWNPKNMQEPIALHEMDTSNGVLLPFYDPDTSIIYLCGKGDSSIRYFEITDESP.... Result: 1 (interaction). (2) The miRNA is mmu-miR-1306-5p with sequence CACCACCUCCCCUGCAAACGUCC. The protein sequence of the target gene is MVKISFQPAVAGIKADKADKAAASGPASASAPAAEILLTPAREERPPRHRSRKGGSVGGVCYLSMGMVVLLMGLVFASVYIYRYFFLAQLARDNFFHCGVLYEDSLSSQIRTRLELEEDVKIYLEENYERINVPVPQFGGGDPADIIHDFQRGLTAYHDISLDKCYVIELNTTIVLPPRNFWELLMNVKRGTYLPQTYIIQEEMVVTEHVRDKEALGSFIYHLCNGKDTYRLRRRSTRRRINKRGGKNCNAIRHFENTFVVETLICGVV. Result: 0 (no interaction). (3) The miRNA is mmu-miR-3102-5p with sequence GUGAGUGGCCAGGGUGGGGCUG. The protein sequence of the target gene is MALFSVRKARECWRFIRALHKGPAATLAPQKESGERVFSGIQPTGILHLGNYLGAIESWVNLQEEYDTVIYSIVDLHSITVPQDPTVLQQSILDMTAVLLACGINPEKSILFQQSKVSEHTQLSWILTCMVRLPRLQHLHQWKAKAAKQKHDGTVGLLTYPVLQAADILCYKSTHVPVGEDQVQHMELVQDLARSFNQKYGEFFPLPKSILTSMKKVKSLRDPSSKMSKSDPDKLATVRITDSPEEIVQKFRKAVTDFTSEVTYEPDSRAGVSNMVAIHAAVSGLSVEEVVRSSAGLDTA.... Result: 1 (interaction). (4) The miRNA is hsa-let-7a-5p with sequence UGAGGUAGUAGGUUGUAUAGUU. The protein sequence of the target gene is MALRAMRGIVNGAAPELPVPTGGPAVGAREQALAVSRNYLSQPRLTYKTVSGVNGPLVILDHVKFPRYAEIVHLTLPDGTKRSGQVLEVSGSKAVVQVFEGTSGIDAKKTSCEFTGDILRTPVSEDMLGRVFNGSGKPIDRGPVVLAEDFLDIMGQPINPQCRIYPEEMIQTGISAIDGMNSIARGQKIPIFSAAGLPHNEIAAQICRQAGLVKKSKDVVDYSEENFAIVFAAMGVNMETARFFKSDFEENGSMDNVCLFLNLANDPTIERIITPRLALTTAEFLAYQCEKHVLVILTDM.... Result: 1 (interaction). (5) The miRNA is hsa-miR-6841-5p with sequence UAGGGUACUCAGAGCAAGUUGU. The protein sequence of the target gene is MAGPGVPGAPAARWKRHIVRQLRLRDRTQKALFLELVPAYNHLLEKAELLDKFSKKLQPEPNSVTPTTHQGPWEESELDSDQVPSLVALRVKWQEEEEGLRLVCGEMAYQVVEKGAALGTLESELQQRQSRLAALEARVAQLREARAQQAQQVEEWRAQNAVQRAAYEALRAHVGLREAALRRLQEEARDLLERLVQRKARAAAERNLRNERRERAKQARVSQELKKAAKRTVSISEGPDTLGDGMRERRETLALAPEPEPLEKEACEKWKRPFRSASATSLTLSHCVDVVKGLLDFKKR.... Result: 0 (no interaction). (6) Result: 1 (interaction). The protein sequence of the target gene is MSKAHKPWPYRRRSQFSSRKYLKKEMNSFQQQPPPFGTVPPQMMFPPNWQGAEKDAAFLAKDFNFLTLNNQPPPGNRSQPRAMGPENNLYSQYEQKVRPCIDLIDSLRALGVEQDLALPAIAVIGDQSSGKSSVLEALSGVALPRGSGIVTRCPLVLKLKKQPCEAWAGRISYRNTELELQDPGQVEKEIHKAQNVMAGNGRGISHELISLEITSPEVPDLTIIDLPGITRVAVDNQPRDIGLQIKALIKKYIQRQQTINLVVVPCNVDIATTEALSMAHEVDPEGDRTIGILTKPDLMD.... The miRNA is hsa-miR-574-5p with sequence UGAGUGUGUGUGUGUGAGUGUGU. (7) The miRNA is mmu-miR-501-5p with sequence AAUCCUUUGUCCCUGGGUGAAA. The protein sequence of the target gene is MNLSLVLAAFCLGIASAVPKFDQNLDTKWYQWKATHRRLYGANEEGWRRAVWEKNMKMIELHNGEYSQGKHGFTMAMNAFGDMTNEEFRQMMGCFRNQKFRKGKVFREPLFLDLPKSVDWRKKGYVTPVKNQKQCGSCWAFSATGALEGQMFRKTGKLVSLSEQNLVDCSRPQGNQGCNGGFMARAFQYVKENGGLDSEESYPYVAVDEICKYRPENSVANDTGFTVVAPGKEKALMKAVATVGPISVAMDAGHSSFQFYKSGIYFEPDCSSKNLDHGVLVVGYGFEGANSNNSKYWLVK.... Result: 0 (no interaction). (8) The miRNA is hsa-miR-6504-3p with sequence CAUUACAGCACAGCCAUUCU. Result: 1 (interaction). The protein sequence of the target gene is MVLSQEEPDSARGTSEAQPLGPAPTGAAPPPGPGPSDSPEAAVEKVEVELAGPATAEPHEPPEPPEGGWGWLVMLAAMWCNGSVFGIQNACGVLFVSMLETFGSKDDDKMVFKTAWVGSLSMGMIFFCCPIVSVFTDLFGCRKTAVVGAAVGFVGLMSSSFVSSIEPLYLTYGIIFACGCSFAYQPSLVILGHYFKKRLGLVNGIVTAGSSVFTILLPLLLRVLIDSVGLFYTLRVLCIFMFVLFLAGFTYRPLATSTKDKESGGSGSSLFSRKKFSPPKKIFNFAIFKVTAYAVWAVGI.... (9) The miRNA is hsa-miR-6873-5p with sequence CAGAGGGAAUACAGAGGGCAAU. The protein sequence of the target gene is MPSASASRKSQEKPREIMDAAEDYAKERYGISSMIQSQEKPDRVLVRVRDLTIQKADEVVWVRARVHTSRAKGKQCFLVLRQQQFNVQALVAVGDHASKQMVKFAANINKESIVDVEGVVRKVNQKIGSCTQQDVELHVQKIYVISLAEPRLPLQLDDAVRPEAEGEEEGRATVNQDTRLDNRVIDLRTSTSQAVFRLQSGICHLFRETLINKGFVEIQTPKIISAASEGGANVFTVSYFKNNAYLAQSPQLYKQMCICADFEKVFSIGPVFRAEDSNTHRHLTEFVGLDIEMAFNYHYH.... Result: 1 (interaction).